From a dataset of Full USPTO retrosynthesis dataset with 1.9M reactions from patents (1976-2016). Predict the reactants needed to synthesize the given product. (1) Given the product [Cl:1][C:2]1[N:10]=[C:9]2[C:5]([N:6]=[CH:7][N:8]2[CH2:19][CH:20]2[CH2:25][CH2:24][O:23][CH2:22][CH2:21]2)=[C:4]([NH2:11])[N:3]=1, predict the reactants needed to synthesize it. The reactants are: [Cl:1][C:2]1[NH:3][C:4]([NH2:11])=[C:5]2[C:9]([N:10]=1)=[N:8][CH:7]=[N:6]2.C(=O)([O-])[O-].[K+].[K+].Br[CH2:19][CH:20]1[CH2:25][CH2:24][O:23][CH2:22][CH2:21]1. (2) The reactants are: [CH:1]1([CH2:5][O:6][C:7]2[CH:12]=[CH:11][C:10]([F:13])=[CH:9][C:8]=2[CH2:14][CH2:15][C:16]([OH:18])=O)[CH2:4][CH2:3][CH2:2]1.[CH:19]([NH:22][NH:23][C:24](=[O:31])[C:25]1[CH:30]=[CH:29][CH:28]=[CH:27][CH:26]=1)([CH3:21])[CH3:20].C(N(C(C)C)CC)(C)C.C1CN([P+](Br)(N2CCCC2)N2CCCC2)CC1.F[P-](F)(F)(F)(F)F. Given the product [CH:1]1([CH2:5][O:6][C:7]2[CH:12]=[CH:11][C:10]([F:13])=[CH:9][C:8]=2[CH2:14][CH2:15][C:16]([N:22]([CH:19]([CH3:21])[CH3:20])[NH:23][C:24](=[O:31])[C:25]2[CH:30]=[CH:29][CH:28]=[CH:27][CH:26]=2)=[O:18])[CH2:2][CH2:3][CH2:4]1, predict the reactants needed to synthesize it.